From a dataset of Full USPTO retrosynthesis dataset with 1.9M reactions from patents (1976-2016). Predict the reactants needed to synthesize the given product. (1) Given the product [NH2:1][C:2]1[C:7]2=[C:8]([C:17]3[CH:18]=[C:19]([CH:29]=[CH:30][CH:31]=3)[C:20]([NH:22][C:23]3[CH:24]=[CH:25][CH:26]=[CH:27][CH:28]=3)=[O:21])[CH:9]=[C:10]([CH:11]3[CH2:12][CH2:13][N:14]([C:35](=[O:36])[CH2:34][N:33]([CH3:38])[CH3:32])[CH2:15][CH2:16]3)[N:6]2[N:5]=[CH:4][N:3]=1, predict the reactants needed to synthesize it. The reactants are: [NH2:1][C:2]1[C:7]2=[C:8]([C:17]3[CH:18]=[C:19]([CH:29]=[CH:30][CH:31]=3)[C:20]([NH:22][C:23]3[CH:28]=[CH:27][CH:26]=[CH:25][CH:24]=3)=[O:21])[CH:9]=[C:10]([CH:11]3[CH2:16][CH2:15][NH:14][CH2:13][CH2:12]3)[N:6]2[N:5]=[CH:4][N:3]=1.[CH3:32][N:33]([CH3:38])[CH2:34][C:35](O)=[O:36]. (2) Given the product [O:22]1[C:23]2[CH:24]=[CH:32][C:26]([CH2:29][NH:1][C@H:2]3[CH2:7][N:6]([C:8]([O:10][C:11]([CH3:12])([CH3:13])[CH3:14])=[O:9])[C@H:5]([C:15]([O:17][CH3:18])=[O:16])[CH2:4][CH2:3]3)=[CH:27][C:28]=2[O:19][CH2:20][CH2:21]1, predict the reactants needed to synthesize it. The reactants are: [NH2:1][C@H:2]1[CH2:7][N:6]([C:8]([O:10][C:11]([CH3:14])([CH3:13])[CH3:12])=[O:9])[C@H:5]([C:15]([O:17][CH3:18])=[O:16])[CH2:4][CH2:3]1.[O:19]1[C:28]2[CH:27]=[C:26]([CH:29]=O)N=[CH:24][C:23]=2[O:22][CH2:21][CH2:20]1.[BH3-][C:32]#N.[Na+]. (3) Given the product [Cl:28][C:29]1[CH:30]=[CH:31][C:32]([C:53]([F:56])([F:54])[F:55])=[C:33]([C:35]2[CH:40]=[CH:39][N:38]([CH:41]([CH2:45][C:46]3[CH:51]=[CH:50][CH:49]=[CH:48][N:47]=3)[C:42]([NH:57][C:58]3[CH:70]=[CH:69][C:61]([C:62]([O:64][C:65]([CH3:66])([CH3:67])[CH3:68])=[O:63])=[CH:60][CH:59]=3)=[O:43])[C:37](=[O:52])[CH:36]=2)[CH:34]=1, predict the reactants needed to synthesize it. The reactants are: C(P1(=O)OP(CCC)(=O)OP(CCC)(=O)O1)CC.C(N(CC)C(C)C)(C)C.[Cl:28][C:29]1[CH:30]=[CH:31][C:32]([C:53]([F:56])([F:55])[F:54])=[C:33]([C:35]2[CH:40]=[CH:39][N:38]([CH:41]([CH2:45][C:46]3[CH:51]=[CH:50][CH:49]=[CH:48][N:47]=3)[C:42](O)=[O:43])[C:37](=[O:52])[CH:36]=2)[CH:34]=1.[NH2:57][C:58]1[CH:70]=[CH:69][C:61]([C:62]([O:64][C:65]([CH3:68])([CH3:67])[CH3:66])=[O:63])=[CH:60][CH:59]=1. (4) Given the product [Cl:17][C:2]1[CH:3]=[CH:4][C:5]2[C:10](=[CH:9][CH:8]=[C:7]([OH:11])[CH:6]=2)[N:1]=1, predict the reactants needed to synthesize it. The reactants are: [N:1]1[C:10]2[C:5](=[CH:6][C:7]([OH:11])=[CH:8][CH:9]=2)[CH:4]=[CH:3][C:2]=1O.O.N.O=P(Cl)(Cl)[Cl:17]. (5) Given the product [CH2:1]([O:5][C:6]([C:8]1[N:9]=[C:10]([Br:19])[C:11]2[C:16]([C:17]=1[O:18][CH2:20][C:21]1[CH:26]=[CH:25][CH:24]=[CH:23][CH:22]=1)=[CH:15][CH:14]=[CH:13][CH:12]=2)=[O:7])[CH2:2][CH2:3][CH3:4], predict the reactants needed to synthesize it. The reactants are: [CH2:1]([O:5][C:6]([C:8]1[N:9]=[C:10]([Br:19])[C:11]2[C:16]([C:17]=1[OH:18])=[CH:15][CH:14]=[CH:13][CH:12]=2)=[O:7])[CH2:2][CH2:3][CH3:4].[CH2:20](Br)[C:21]1[CH:26]=[CH:25][CH:24]=[CH:23][CH:22]=1.C([O-])([O-])=O.[K+].[K+]. (6) Given the product [F:29][C:23]1[CH:24]=[C:25]([F:28])[CH:26]=[CH:27][C:22]=1/[CH:21]=[C:20](\[CH3:30])/[CH2:19][N:18]([CH2:17][C@@H:9]1[CH2:10][C@H:11]2[C@H:16]([CH2:15][CH2:14][CH2:13][CH2:12]2)[NH:8]1)[C:43](=[O:44])[C:42]1[CH:46]=[CH:47][C:48]([O:49][CH3:50])=[C:40]([O:39][CH3:38])[CH:41]=1, predict the reactants needed to synthesize it. The reactants are: C(OC([N:8]1[C@@H:16]2[C@@H:11]([CH2:12][CH2:13][CH2:14][CH2:15]2)[CH2:10][C@H:9]1[CH2:17][NH:18][CH2:19][C:20]([CH3:30])=[CH:21][C:22]1[CH:27]=[CH:26][C:25]([F:28])=[CH:24][C:23]=1[F:29])=O)(C)(C)C.C(N(CC)CC)C.[CH3:38][O:39][C:40]1[CH:41]=[C:42]([CH:46]=[CH:47][C:48]=1[O:49][CH3:50])[C:43](Cl)=[O:44].FC(F)(F)C(O)=O. (7) Given the product [Cl:7][C:8]1[CH:9]=[C:10]([NH:22][C:23]2[C:32]3[C:27](=[CH:28][CH:29]=[CH:30][C:31]=3[O:33][C@H:34]([CH3:38])[CH2:35][N:36]([CH3:37])[C:1](=[O:6])[C@@H:2]([OH:3])[CH3:4])[N:26]=[CH:25][N:24]=2)[CH:11]=[CH:12][C:13]=1[O:14][CH2:15][C:16]1[CH:21]=[CH:20][CH:19]=[CH:18][N:17]=1, predict the reactants needed to synthesize it. The reactants are: [C:1]([OH:6])(=O)[C@H:2]([CH3:4])[OH:3].[Cl:7][C:8]1[CH:9]=[C:10]([NH:22][C:23]2[C:32]3[C:27](=[CH:28][CH:29]=[CH:30][C:31]=3[O:33][C@H:34]([CH3:38])[CH2:35][NH:36][CH3:37])[N:26]=[CH:25][N:24]=2)[CH:11]=[CH:12][C:13]=1[O:14][CH2:15][C:16]1[CH:21]=[CH:20][CH:19]=[CH:18][N:17]=1. (8) Given the product [C:1]1([C:13](=[O:26])[C:14]([NH:16][CH2:17][CH2:18][CH2:19][CH2:20][CH2:21][CH2:22][C:23]([NH:41][O:40][CH:35]2[CH2:36][CH2:37][CH2:38][CH2:39][O:34]2)=[O:24])=[O:15])[C:11]2=[C:12]3[C:7](=[CH:8][CH:9]=[CH:10]2)[CH2:6][CH2:5][CH2:4][N:3]3[CH:2]=1, predict the reactants needed to synthesize it. The reactants are: [C:1]1([C:13](=[O:26])[C:14]([NH:16][CH2:17][CH2:18][CH2:19][CH2:20][CH2:21][CH2:22][C:23](O)=[O:24])=[O:15])[C:11]2=[C:12]3[C:7](=[CH:8][CH:9]=[CH:10]2)[CH2:6][CH2:5][CH2:4][N:3]3[CH:2]=1.C(N(CC)CC)C.[O:34]1[CH2:39][CH2:38][CH2:37][CH2:36][CH:35]1[O:40][NH2:41].CN(C(ON1N=NC2C=CC=CC1=2)=[N+](C)C)C.F[P-](F)(F)(F)(F)F. (9) The reactants are: [CH2:1]([O:8][C:9]([N:11]1[CH2:16][CH2:15][CH2:14][C@@H:13]([C:17]2[N:21]3[CH:22]=[CH:23][N:24]=[C:25]([NH:26][CH2:27][C:28]4[CH:33]=[CH:32][C:31]([O:34][CH3:35])=[CH:30][C:29]=4[O:36][CH3:37])[C:20]3=[C:19](Br)[N:18]=2)[CH2:12]1)=[O:10])[C:2]1[CH:7]=[CH:6][CH:5]=[CH:4][CH:3]=1.[F:39][C:40]1[CH:41]=[C:42]([CH:45]=[CH:46][C:47]=1B1OC(C)(C)C(C)(C)O1)[C:43]#[N:44].C([O-])([O-])=O.[Na+].[Na+]. Given the product [CH2:1]([O:8][C:9]([N:11]1[CH2:16][CH2:15][CH2:14][C@@H:13]([C:17]2[N:21]3[CH:22]=[CH:23][N:24]=[C:25]([NH:26][CH2:27][C:28]4[CH:33]=[CH:32][C:31]([O:34][CH3:35])=[CH:30][C:29]=4[O:36][CH3:37])[C:20]3=[C:19]([C:47]3[CH:46]=[CH:45][C:42]([C:43]#[N:44])=[CH:41][C:40]=3[F:39])[N:18]=2)[CH2:12]1)=[O:10])[C:2]1[CH:7]=[CH:6][CH:5]=[CH:4][CH:3]=1, predict the reactants needed to synthesize it. (10) Given the product [N:24]1[CH:25]=[CH:26][C:21]([NH:20][C:17]([C:11]2[CH:10]=[N:9][N:8]([C:5]3[CH:6]=[CH:7][C:2]([Cl:1])=[CH:3][CH:4]=3)[C:12]=2[C:13]([F:16])([F:15])[F:14])=[O:18])=[CH:22][CH:23]=1, predict the reactants needed to synthesize it. The reactants are: [Cl:1][C:2]1[CH:7]=[CH:6][C:5]([N:8]2[C:12]([C:13]([F:16])([F:15])[F:14])=[C:11]([C:17](Cl)=[O:18])[CH:10]=[N:9]2)=[CH:4][CH:3]=1.[NH2:20][C:21]1[CH:26]=[CH:25][N:24]=[CH:23][CH:22]=1.N1C=CC=CC=1.